This data is from Full USPTO retrosynthesis dataset with 1.9M reactions from patents (1976-2016). The task is: Predict the reactants needed to synthesize the given product. Given the product [NH2:1][C:2]1[N:7]([C:8]2[CH:9]=[CH:10][C:11]([NH:14][S:24]([C:18]3[CH:23]=[CH:22][CH:21]=[CH:20][CH:19]=3)(=[O:26])=[O:25])=[CH:12][CH:13]=2)[CH2:6][N:5]=[C:4]2[O:15][CH:16]=[CH:17][C:3]=12, predict the reactants needed to synthesize it. The reactants are: [NH2:1][C:2]1[N:7]([C:8]2[CH:13]=[CH:12][C:11]([NH2:14])=[CH:10][CH:9]=2)[CH2:6][N:5]=[C:4]2[O:15][CH:16]=[CH:17][C:3]=12.[C:18]1([S:24](Cl)(=[O:26])=[O:25])[CH:23]=[CH:22][CH:21]=[CH:20][CH:19]=1.C(N(CC)C(C)C)(C)C.O.